Dataset: Reaction yield outcomes from USPTO patents with 853,638 reactions. Task: Predict the reaction yield, written as a fraction of the theoretical maximum amount of product (1.0 means a 100% yield; for example, 0.34 means a 34% yield). (1) The reactants are CC1C=CC(S(O[CH2:12][C@H:13]2[CH2:22][CH2:21][C:20]3[C:15](=[C:16]([O:23][CH3:24])[CH:17]=[CH:18][CH:19]=3)[O:14]2)(=O)=O)=CC=1.[F:25][C:26]1[CH:34]=[C:33]2[C:29]([C:30]([C:35]3[CH2:36][CH2:37][NH:38][CH2:39][CH:40]=3)=[CH:31][NH:32]2)=[CH:28][CH:27]=1. The catalyst is CS(C)=O.C(OCC)(=O)C. The product is [F:25][C:26]1[CH:34]=[C:33]2[C:29]([C:30]([C:35]3[CH2:36][CH2:37][N:38]([CH2:12][C@H:13]4[CH2:22][CH2:21][C:20]5[C:15](=[C:16]([O:23][CH3:24])[CH:17]=[CH:18][CH:19]=5)[O:14]4)[CH2:39][CH:40]=3)=[CH:31][NH:32]2)=[CH:28][CH:27]=1. The yield is 0.620. (2) The reactants are [CH3:1][O:2][C:3]1[CH:12]=[CH:11][C:10]2[C:5](=[CH:6][CH:7]=[CH:8][CH:9]=2)[C:4]=1[CH2:13][NH:14][CH3:15].CNCC1C=CC2C(=CC=CC=2)C=1CCC.Cl.[O:33]=[C:34]1[NH:43][C:42]2[N:41]=[CH:40][C:39](/[CH:44]=[CH:45]/[C:46]([OH:48])=O)=[CH:38][C:37]=2[CH2:36][CH2:35]1.Cl.CN1CC2C=C(/C=C/C(O)=O)C=NC=2NC(=O)C1. No catalyst specified. The yield is 0.710. The product is [CH3:1][O:2][C:3]1[CH:12]=[CH:11][C:10]2[C:5](=[CH:6][CH:7]=[CH:8][CH:9]=2)[C:4]=1[CH2:13][N:14]([CH3:15])[C:46](=[O:48])/[CH:45]=[CH:44]/[C:39]1[CH:40]=[N:41][C:42]2[NH:43][C:34](=[O:33])[CH2:35][CH2:36][C:37]=2[CH:38]=1.